Predict which catalyst facilitates the given reaction. From a dataset of Catalyst prediction with 721,799 reactions and 888 catalyst types from USPTO. (1) Reactant: [CH3:1][O:2][C:3]1[CH:8]=[CH:7][CH:6]=[CH:5][C:4]=1[N:9]1[CH2:14][CH2:13][N:12]([C:15]2[S:16][C:17]([C:26]([O:28]CC)=[O:27])=[C:18]([C:20]3[CH:25]=[CH:24][CH:23]=[CH:22][CH:21]=3)[N:19]=2)[CH2:11][CH2:10]1.[OH-].[Na+]. Product: [CH3:1][O:2][C:3]1[CH:8]=[CH:7][CH:6]=[CH:5][C:4]=1[N:9]1[CH2:10][CH2:11][N:12]([C:15]2[S:16][C:17]([C:26]([OH:28])=[O:27])=[C:18]([C:20]3[CH:21]=[CH:22][CH:23]=[CH:24][CH:25]=3)[N:19]=2)[CH2:13][CH2:14]1. The catalyst class is: 72. (2) Reactant: C(OC(=O)[NH:7][C@@H:8]1[CH2:12][CH2:11][N:10]([CH2:13][C:14]2[CH:15]=[N:16][CH:17]=[C:18]([C:20]3[N:21]([CH3:32])[C:22]4[C:27]([C:28]=3[C:29]#[N:30])=[CH:26][CH:25]=[C:24]([Cl:31])[CH:23]=4)[CH:19]=2)[CH2:9]1)(C)(C)C.C(O)(C(F)(F)F)=O. Product: [NH2:7][C@@H:8]1[CH2:12][CH2:11][N:10]([CH2:13][C:14]2[CH:19]=[C:18]([C:20]3[N:21]([CH3:32])[C:22]4[C:27]([C:28]=3[C:29]#[N:30])=[CH:26][CH:25]=[C:24]([Cl:31])[CH:23]=4)[CH:17]=[N:16][CH:15]=2)[CH2:9]1. The catalyst class is: 4.